From a dataset of Reaction yield outcomes from USPTO patents with 853,638 reactions. Predict the reaction yield, written as a fraction of the theoretical maximum amount of product (1.0 means a 100% yield; for example, 0.34 means a 34% yield). (1) The reactants are ClC1C=CC(S(N(CC2C=CC(C(O)=O)=CC=2)CC2C=CC(F)=CC=2)(=O)=O)=CC=1.[Cl:30][C:31]1[CH:36]=[CH:35][C:34]([S:37]([N:40]([CH2:48][C:49]2[CH:58]=[CH:57][C:52]([C:53]([O:55]C)=[O:54])=[C:51]([F:59])[CH:50]=2)[CH2:41][C:42]2[CH:47]=[CH:46][CH:45]=[CH:44][N:43]=2)(=[O:39])=[O:38])=[CH:33][CH:32]=1. No catalyst specified. The product is [Cl:30][C:31]1[CH:36]=[CH:35][C:34]([S:37]([N:40]([CH2:48][C:49]2[CH:58]=[CH:57][C:52]([C:53]([OH:55])=[O:54])=[C:51]([F:59])[CH:50]=2)[CH2:41][C:42]2[CH:47]=[CH:46][CH:45]=[CH:44][N:43]=2)(=[O:39])=[O:38])=[CH:33][CH:32]=1. The yield is 0.890. (2) The reactants are CC1C=CN=C(N[C:9](=[O:25])[C:10]2[CH:15]=[CH:14][C:13]([B:16]3[O:20][C:19]([CH3:22])([CH3:21])[C:18]([CH3:24])([CH3:23])[O:17]3)=[CH:12][CH:11]=2)C=1.[F:26][C:27]([F:36])([F:35])[C:28]1[CH:33]=[CH:32][N:31]=[C:30]([NH2:34])[CH:29]=1. No catalyst specified. The product is [CH3:21][C:19]1([CH3:22])[C:18]([CH3:23])([CH3:24])[O:17][B:16]([C:13]2[CH:14]=[CH:15][C:10]([C:9]([NH:34][C:30]3[CH:29]=[C:28]([C:27]([F:26])([F:35])[F:36])[CH:33]=[CH:32][N:31]=3)=[O:25])=[CH:11][CH:12]=2)[O:20]1. The yield is 0.890. (3) The reactants are OO.C(OC(C(F)(F)F)=O)(C(F)(F)F)=[O:4].[CH3:16][CH:17]1[CH2:22][CH2:21][CH2:20][CH:19]([CH3:23])[N:18]1[CH2:24][CH2:25][NH:26][C:27]1[N:28]=[N+:29]([O-:40])[C:30]2[CH:39]=[C:38]3[C:34]([CH2:35][CH2:36][CH2:37]3)=[CH:33][C:31]=2[N:32]=1.C(O)(C(F)(F)F)=O. The catalyst is C(Cl)Cl.N. The product is [CH3:16][CH:17]1[CH2:22][CH2:21][CH2:20][CH:19]([CH3:23])[N:18]1[CH2:24][CH2:25][NH:26][C:27]1[N:28]=[N+:29]([O-:40])[C:30]2[CH:39]=[C:38]3[C:34]([CH2:35][CH2:36][CH2:37]3)=[CH:33][C:31]=2[N+:32]=1[O-:4]. The yield is 0.360. (4) The reactants are [NH2:1][C:2]1[C:11]([O:12][CH3:13])=[N:10][C:9]2[C:4](=[CH:5][CH:6]=[C:7]([CH3:14])[CH:8]=2)[N:3]=1.Cl[C:16]([O:18][CH2:19][CH3:20])=[O:17].N1C=CC=CC=1. The catalyst is ClCCl. The product is [CH3:13][O:12][C:11]1[C:2]([NH:1][C:16](=[O:17])[O:18][CH2:19][CH3:20])=[N:3][C:4]2[C:9]([N:10]=1)=[CH:8][C:7]([CH3:14])=[CH:6][CH:5]=2. The yield is 1.00. (5) The reactants are [Br:1][CH2:2][CH2:3][CH2:4][CH2:5][CH2:6][C:7]([OH:9])=[O:8].[CH3:10]O. No catalyst specified. The product is [Br:1][CH2:2][CH2:3][CH2:4][CH2:5][CH2:6][C:7]([O:9][CH3:10])=[O:8]. The yield is 0.990. (6) The reactants are I.[NH2:2][NH:3][C:4]([NH:7][CH3:8])=[N:5][CH3:6].Cl.[C:10](Cl)(=O)[C:11]1[CH:16]=[CH:15][N:14]=[CH:13][CH:12]=1. The catalyst is N1C=CC=CC=1. The product is [CH3:8][NH:7][C:4]1[N:5]([CH3:6])[C:10]([C:11]2[CH:16]=[CH:15][N:14]=[CH:13][CH:12]=2)=[N:2][N:3]=1. The yield is 0.260. (7) The reactants are O[C:2]1[C:11]2[C:6](=[N:7][CH:8]=[CH:9][CH:10]=2)[N:5]([C:12]2[CH:17]=[CH:16][CH:15]=[CH:14][CH:13]=2)[C:4](=[O:18])[C:3]=1[C:19](=O)[CH2:20][C:21]1[CH:26]=[CH:25][C:24]([O:27][CH3:28])=[CH:23][CH:22]=1.O.[NH2:31][NH2:32]. The catalyst is CN(C=O)C. The product is [CH3:28][O:27][C:24]1[CH:23]=[CH:22][C:21]([CH2:20][C:19]2[C:3]3[C:4](=[O:18])[N:5]([C:12]4[CH:17]=[CH:16][CH:15]=[CH:14][CH:13]=4)[C:6]4[N:7]=[CH:8][CH:9]=[CH:10][C:11]=4[C:2]=3[NH:32][N:31]=2)=[CH:26][CH:25]=1. The yield is 0.890.